From a dataset of Forward reaction prediction with 1.9M reactions from USPTO patents (1976-2016). Predict the product of the given reaction. (1) Given the reactants [C:1]1(=[O:7])[O:6][CH2:5][CH2:4][CH2:3][CH2:2]1.Br[CH2:9][CH2:10][CH2:11][CH:12]=C.C1(=O)OCC1.C([NH-])C=C, predict the reaction product. The product is: [CH2:12]([CH:3]1[CH2:4][CH2:5][O:6][C:1](=[O:7])[CH2:2]1)[CH2:11][CH:10]=[CH2:9]. (2) Given the reactants [CH:1]([O:14][C:15]([C:17]1[N:22]2[C:23](=[O:66])[CH:24]([NH:25][C:26](=[O:65])[C:27](=[N:53][O:54][C:55]([CH3:64])([C:57]([O:59][C:60]([CH3:63])([CH3:62])[CH3:61])=[O:58])[CH3:56])[C:28]3[N:29]=[C:30]([NH:33][C:34]([C:47]4[CH:52]=[CH:51][CH:50]=[CH:49][CH:48]=4)([C:41]4[CH:46]=[CH:45][CH:44]=[CH:43][CH:42]=4)[C:35]4[CH:40]=[CH:39][CH:38]=[CH:37][CH:36]=4)[S:31][CH:32]=3)[C@H:21]2[S:20][CH2:19][C:18]=1[CH2:67]Cl)=[O:16])([C:8]1[CH:13]=[CH:12][CH:11]=[CH:10][CH:9]=1)[C:2]1[CH:7]=[CH:6][CH:5]=[CH:4][CH:3]=1.[I-].[Na+].C1(P(C2C=CC=CC=2)C2C=CC=CC=2)C=CC=CC=1.[C:90]([C:92]1[CH:99]=[CH:98][C:95]([CH:96]=O)=[CH:94][CH:93]=1)#[N:91].C(=O)([O-])O.[Na+].NC1SC=C(C(=NOC(C(O)=O)(C)C)C(NC2C(=O)N3C(C(O)=O)=C(C=CC4C=CC([N+]([O-])=O)=CC=4[N+]([O-])=O)CS[C@H]23)=O)N=1, predict the reaction product. The product is: [CH:1]([O:14][C:15]([C:17]1[N:22]2[C:23](=[O:66])[CH:24]([NH:25][C:26](=[O:65])[C:27](=[N:53][O:54][C:55]([CH3:64])([C:57]([O:59][C:60]([CH3:63])([CH3:62])[CH3:61])=[O:58])[CH3:56])[C:28]3[N:29]=[C:30]([NH:33][C:34]([C:47]4[CH:52]=[CH:51][CH:50]=[CH:49][CH:48]=4)([C:41]4[CH:46]=[CH:45][CH:44]=[CH:43][CH:42]=4)[C:35]4[CH:40]=[CH:39][CH:38]=[CH:37][CH:36]=4)[S:31][CH:32]=3)[C@H:21]2[S:20][CH2:19][C:18]=1[CH:67]=[CH:96][C:95]1[CH:98]=[CH:99][C:92]([C:90]#[N:91])=[CH:93][CH:94]=1)=[O:16])([C:8]1[CH:13]=[CH:12][CH:11]=[CH:10][CH:9]=1)[C:2]1[CH:7]=[CH:6][CH:5]=[CH:4][CH:3]=1.